From a dataset of Peptide-MHC class II binding affinity with 134,281 pairs from IEDB. Regression. Given a peptide amino acid sequence and an MHC pseudo amino acid sequence, predict their binding affinity value. This is MHC class II binding data. (1) The MHC is DRB1_0802 with pseudo-sequence DRB1_0802. The binding affinity (normalized) is 0. The peptide sequence is SQTTANPSCPEGT. (2) The peptide sequence is EIYNMVKFRMIAGQE. The MHC is DRB1_0401 with pseudo-sequence QEFFIASGAAVDAIMEVHFDYYDLQKATYHVGFT. The binding affinity (normalized) is 0.468.